This data is from Reaction yield outcomes from USPTO patents with 853,638 reactions. The task is: Predict the reaction yield, written as a fraction of the theoretical maximum amount of product (1.0 means a 100% yield; for example, 0.34 means a 34% yield). (1) The reactants are [N:1]12[CH2:8][CH2:7][C:4]([C:9]([C:18]3[CH:23]=[CH:22][CH:21]=[C:20]([CH3:24])[CH:19]=3)([C:11]3[CH:16]=[CH:15][CH:14]=[C:13]([CH3:17])[CH:12]=3)[OH:10])([CH2:5][CH2:6]1)[CH2:3][CH2:2]2.[C:25]1([CH2:31][O:32][CH2:33][CH2:34][Br:35])[CH:30]=[CH:29][CH:28]=[CH:27][CH:26]=1. The catalyst is CC#N. The product is [Br-:35].[OH:10][C:9]([C:18]1[CH:23]=[CH:22][CH:21]=[C:20]([CH3:24])[CH:19]=1)([C:11]1[CH:16]=[CH:15][CH:14]=[C:13]([CH3:17])[CH:12]=1)[C:4]12[CH2:5][CH2:6][N+:1]([CH2:34][CH2:33][O:32][CH2:31][C:25]3[CH:30]=[CH:29][CH:28]=[CH:27][CH:26]=3)([CH2:8][CH2:7]1)[CH2:2][CH2:3]2. The yield is 0.110. (2) The reactants are [CH3:1][N:2]1[CH:6]=[C:5]([CH:7]=O)[CH:4]=[N:3]1.[C:9](Br)(Br)([Br:11])[Br:10].C1C=CC(P(C2C=CC=CC=2)C2C=CC=CC=2)=CC=1. The catalyst is C(Cl)Cl. The product is [Br:10][C:9]([Br:11])=[CH:7][C:5]1[CH:4]=[N:3][N:2]([CH3:1])[CH:6]=1. The yield is 0.710. (3) The reactants are [NH2:1][C:2]1[C:7]2[N:8]=[C:9]([C:11]3[CH:12]=[CH:13][C:14]4[CH:15]=[C:16]5[C:23](=[O:24])[NH:22][CH2:21][C:20]6([CH2:27][CH2:26][CH2:25]6)[N:17]5[C:18]=4[CH:19]=3)[O:10][C:6]=2[CH:5]=[C:4]([CH:28]2[CH2:33][CH2:32][N:31]([CH3:34])[CH2:30][CH2:29]2)[CH:3]=1.C(N(C(C)C)CC)(C)C.[C:44](Cl)(=[O:47])[CH:45]=[CH2:46]. The catalyst is CC(N(C)C)=O. The product is [CH3:34][N:31]1[CH2:32][CH2:33][CH:28]([C:4]2[CH:3]=[C:2]([NH:1][C:44](=[O:47])[CH:45]=[CH2:46])[C:7]3[N:8]=[C:9]([C:11]4[CH:12]=[CH:13][C:14]5[CH:15]=[C:16]6[C:23](=[O:24])[NH:22][CH2:21][C:20]7([CH2:25][CH2:26][CH2:27]7)[N:17]6[C:18]=5[CH:19]=4)[O:10][C:6]=3[CH:5]=2)[CH2:29][CH2:30]1. The yield is 0.0400. (4) The reactants are COC1C=C(OC)C=CC=1C[N:6]1[CH2:21][C:20]2([CH2:25][CH2:24][CH2:23][CH2:22]2)[N:19]2[CH:8]([CH2:9][C:10](=[O:26])[C:11]3[CH:16]=[N:15][C:14]([S:17][CH3:18])=[N:13][C:12]=32)[C:7]1=[O:27]. The catalyst is FC(F)(F)C(O)=O. The product is [CH3:18][S:17][C:14]1[N:15]=[CH:16][C:11]2[C:10](=[O:26])[CH2:9][CH:8]3[C:7](=[O:27])[NH:6][CH2:21][C:20]4([CH2:25][CH2:24][CH2:23][CH2:22]4)[N:19]3[C:12]=2[N:13]=1. The yield is 0.230.